From a dataset of Reaction yield outcomes from USPTO patents with 853,638 reactions. Predict the reaction yield, written as a fraction of the theoretical maximum amount of product (1.0 means a 100% yield; for example, 0.34 means a 34% yield). (1) The reactants are [CH3:1][C:2]1[N:7]=[C:6]([SH:8])[N:5]=[C:4]([OH:9])[CH:3]=1.C(=O)([O-])[O-].[K+].[K+].Br[CH2:17][N:18]1[CH:22]=[CH:21][CH:20]=[N:19]1. The catalyst is CN(C=O)C. The product is [CH3:1][C:2]1[N:7]=[C:6]([S:8][CH2:17][N:18]2[CH:22]=[CH:21][CH:20]=[N:19]2)[N:5]=[C:4]([OH:9])[CH:3]=1. The yield is 0.0700. (2) The reactants are [NH2:1][C:2]1[CH:7]=[CH:6][C:5]([C:8]#[C:9][C:10]2[N:11]([CH2:23][CH3:24])[C:12]3[C:17]([C:18]=2[C:19]#[N:20])=[CH:16][CH:15]=[C:14]([O:21][CH3:22])[CH:13]=3)=[CH:4][CH:3]=1.C(N(CC)CC)C.[C:32](Cl)(=[O:34])[CH3:33]. The catalyst is C1COCC1. The product is [C:19]([C:18]1[C:17]2[C:12](=[CH:13][C:14]([O:21][CH3:22])=[CH:15][CH:16]=2)[N:11]([CH2:23][CH3:24])[C:10]=1[C:9]#[C:8][C:5]1[CH:6]=[CH:7][C:2]([NH:1][C:32](=[O:34])[CH3:33])=[CH:3][CH:4]=1)#[N:20]. The yield is 0.960. (3) The reactants are [F:1][C:2]1[CH:3]=[C:4]2[C:12](=[CH:13][CH:14]=1)[NH:11][C:10]1[C:9]([O:15][CH3:16])=[C:8]3[NH:17][C:18]4[CH:19]=[CH:20][C:21]([F:24])=[CH:22][C:23]=4[C:7]3=[CH:6][C:5]2=1.[H-].[Na+].Cl[CH2:28][C:29]#[N:30].S(C)[CH3:32].C[N:35]([CH:37]=O)C. The catalyst is C1COCC1. The product is [F:24][C:21]1[CH:22]=[C:23]2[C:18](=[CH:19][CH:20]=1)[N:17]([CH2:28][CH2:29][NH2:30])[C:8]1[C:9]([O:15][CH3:16])=[C:10]3[N:11]([CH2:32][CH2:37][NH2:35])[C:12]4[CH:13]=[CH:14][C:2]([F:1])=[CH:3][C:4]=4[C:5]3=[CH:6][C:7]2=1. The yield is 0.450. (4) The reactants are Cl[C:2]1[C:15]([C:16]#[N:17])=[CH:14][C:5]([C:6]([O:8][CH2:9][C:10]([F:13])([F:12])[F:11])=[O:7])=[C:4]([CH3:18])[N:3]=1.Cl.[CH2:20]([S:27]([NH:30][C:31]([CH:33]1[CH2:38][CH2:37][NH:36][CH2:35][CH2:34]1)=[O:32])(=[O:29])=[O:28])[C:21]1[CH:26]=[CH:25][CH:24]=[CH:23][CH:22]=1.CCN(C(C)C)C(C)C.OS([O-])(=O)=O.[K+]. The catalyst is CN(C=O)C.O. The product is [CH2:20]([S:27]([NH:30][C:31]([CH:33]1[CH2:38][CH2:37][N:36]([C:2]2[C:15]([C:16]#[N:17])=[CH:14][C:5]([C:6]([O:8][CH2:9][C:10]([F:13])([F:12])[F:11])=[O:7])=[C:4]([CH3:18])[N:3]=2)[CH2:35][CH2:34]1)=[O:32])(=[O:28])=[O:29])[C:21]1[CH:22]=[CH:23][CH:24]=[CH:25][CH:26]=1. The yield is 0.880. (5) The reactants are [NH2:1][C:2]1[C:3]([OH:13])=[C:4]([S:9]([NH2:12])(=[O:11])=[O:10])[C:5]([Cl:8])=[CH:6][CH:7]=1.[Cl:14][C:15]1[C:20]([Cl:21])=[CH:19][CH:18]=[CH:17][C:16]=1[N:22]=[C:23]=[O:24]. The catalyst is CN(C)C=O.C(OCC)(=O)C. The product is [Cl:8][C:5]1[CH:6]=[CH:7][C:2]([NH:1][C:23]([NH:22][C:16]2[CH:17]=[CH:18][CH:19]=[C:20]([Cl:21])[C:15]=2[Cl:14])=[O:24])=[C:3]([OH:13])[C:4]=1[S:9]([NH2:12])(=[O:11])=[O:10]. The yield is 0.740. (6) The reactants are [CH:1]1([N:7]2[CH2:13][C@@H:12]([NH:14]C(=O)C(F)(F)F)[C:11](=[O:21])[N:10]([CH2:22][C:23](=[O:28])[C:24]([CH3:27])([CH3:26])[CH3:25])[C:9]3[CH:29]=[CH:30][CH:31]=[CH:32][C:8]2=3)[CH2:6][CH2:5][CH2:4][CH2:3][CH2:2]1.Cl.O. The catalyst is C1(C)C=CC=CC=1. The product is [NH2:14][C@H:12]1[C:11](=[O:21])[N:10]([CH2:22][C:23](=[O:28])[C:24]([CH3:27])([CH3:26])[CH3:25])[C:9]2[CH:29]=[CH:30][CH:31]=[CH:32][C:8]=2[N:7]([CH:1]2[CH2:6][CH2:5][CH2:4][CH2:3][CH2:2]2)[CH2:13]1. The yield is 0.980.